From a dataset of Reaction yield outcomes from USPTO patents with 853,638 reactions. Predict the reaction yield, written as a fraction of the theoretical maximum amount of product (1.0 means a 100% yield; for example, 0.34 means a 34% yield). (1) The reactants are C([N:8]1[C@@H:13]2[C@H:14]([C:16]([N:18]3[CH2:23][CH2:22][CH2:21][CH2:20][CH2:19]3)=[O:17])[CH2:15][C@@:9]1([C:40]1[CH:45]=[CH:44][CH:43]=[CH:42][CH:41]=1)[C@H:10]([O:24][CH2:25][C:26]1[CH:31]=[C:30]([C:32]([F:35])([F:34])[F:33])[CH:29]=[C:28]([C:36]([F:39])([F:38])[F:37])[CH:27]=1)[CH2:11][CH2:12]2)C1C=CC=CC=1. The catalyst is [Pd].C(O)C. The product is [F:39][C:36]([F:37])([F:38])[C:28]1[CH:27]=[C:26]([CH2:25][O:24][C@@H:10]2[CH2:11][CH2:12][C@@H:13]3[NH:8][C@@:9]2([C:40]2[CH:45]=[CH:44][CH:43]=[CH:42][CH:41]=2)[CH2:15][C@H:14]3[C:16]([N:18]2[CH2:23][CH2:22][CH2:21][CH2:20][CH2:19]2)=[O:17])[CH:31]=[C:30]([C:32]([F:33])([F:35])[F:34])[CH:29]=1. The yield is 0.900. (2) The reactants are [C:1]([C:3]1[CH:4]=[C:5]([CH:36]=[C:37]([CH3:39])[CH:38]=1)[C:6]([C:8]1[N:13]([CH2:14][C:15]2([CH2:18][C:19]([NH:21]CC3C=CC(OC)=CC=3)=[O:20])[CH2:17][CH2:16]2)[C:12](=[O:31])[NH:11][C:10](=[O:32])[C:9]=1[CH:33]([CH3:35])[CH3:34])=[O:7])#[N:2].O. The catalyst is C(#N)C.C(O)(=O)C.C(OCC)(=O)C. The product is [C:1]([C:3]1[CH:4]=[C:5]([CH:36]=[C:37]([CH3:39])[CH:38]=1)[C:6]([C:8]1[N:13]([CH2:14][C:15]2([CH2:18][C:19]([NH2:21])=[O:20])[CH2:16][CH2:17]2)[C:12](=[O:31])[NH:11][C:10](=[O:32])[C:9]=1[CH:33]([CH3:35])[CH3:34])=[O:7])#[N:2]. The yield is 0.780. (3) The reactants are C([O:3][C:4](=[O:15])[CH2:5][C@@H:6]([CH2:11][N+:12]([O-])=O)[CH2:7][CH:8]([CH3:10])[CH3:9])C.C([O-])=O.[NH4+]. The catalyst is CO.[Pd]. The product is [CH3:10][CH:8]([CH2:7][C@H:6]([CH2:11][NH2:12])[CH2:5][C:4]([OH:15])=[O:3])[CH3:9]. The yield is 0.810. (4) The reactants are [NH2:1][C:2](=[O:22])[CH2:3][NH:4]/[C:5](/[C:12]1[CH:17]=[CH:16][CH:15]=[CH:14][C:13]=1[O:18][CH2:19][CH2:20][OH:21])=[CH:6]\[C:7]([O:9]CC)=O.C[Si]([N:27]=[C:28]=[S:29])(C)C.O. The catalyst is O1CCCC1. The product is [OH:21][CH2:20][CH2:19][O:18][C:13]1[CH:14]=[CH:15][CH:16]=[CH:17][C:12]=1[C:5]1[N:4]([CH2:3][C:2]([NH2:1])=[O:22])[C:28](=[S:29])[NH:27][C:7](=[O:9])[CH:6]=1. The yield is 0.317. (5) The reactants are [NH2:1][C:2]1[N:7]=[CH:6][N:5]=[C:4]2[N:8]([CH2:25][C@H:26]3[CH2:30][CH2:29][CH2:28][N:27]3[C:31](=[O:35])[CH2:32][C:33]#[N:34])[N:9]=[C:10]([C:11]3[CH:16]=[CH:15][C:14]([O:17][C:18]4[CH:23]=[CH:22][CH:21]=[C:20]([F:24])[CH:19]=4)=[CH:13][CH:12]=3)[C:3]=12.N1[CH2:41][CH2:40][CH2:39][CH2:38]C1.C1(C=O)CC1. The catalyst is CO. The product is [NH2:1][C:2]1[N:7]=[CH:6][N:5]=[C:4]2[N:8]([CH2:25][C@H:26]3[CH2:30][CH2:29][CH2:28][N:27]3[C:31]([C:32](=[CH:38][CH:39]3[CH2:41][CH2:40]3)[C:33]#[N:34])=[O:35])[N:9]=[C:10]([C:11]3[CH:16]=[CH:15][C:14]([O:17][C:18]4[CH:23]=[CH:22][CH:21]=[C:20]([F:24])[CH:19]=4)=[CH:13][CH:12]=3)[C:3]=12. The yield is 0.290. (6) The reactants are C(OC(=O)[NH:7][C:8]1([CH2:16][N:17]2[C:25]3[C:20](=[C:21]([C:26]4[N:30]=[C:29]([C:31]5[CH:36]=[CH:35][C:34]([O:37][CH2:38][CH3:39])=[C:33]([O:40][CH3:41])[CH:32]=5)[O:28][N:27]=4)[CH:22]=[CH:23][CH:24]=3)[CH:19]=[CH:18]2)[CH2:13][O:12]C(C)(C)[O:10][CH2:9]1)(C)(C)C.C(OC1C=C(C2ON=C(C3C=CC=C4C=3CCN4CC3(NC(=O)OC(C)(C)C)COC(C)(C)OC3)N=2)C=CC=1OCC)C. No catalyst specified. The product is [NH2:7][C:8]([CH2:16][N:17]1[C:25]2[C:20](=[C:21]([C:26]3[N:30]=[C:29]([C:31]4[CH:36]=[CH:35][C:34]([O:37][CH2:38][CH3:39])=[C:33]([O:40][CH3:41])[CH:32]=4)[O:28][N:27]=3)[CH:22]=[CH:23][CH:24]=2)[CH2:19][CH2:18]1)([CH2:9][OH:10])[CH2:13][OH:12]. The yield is 0.830. (7) The reactants are [CH3:1][C:2]1[CH:11]=[C:10]([N:12]2[CH2:16][CH2:15][CH2:14][CH2:13]2)[C:9]2[C:4](=[CH:5][C:6]([C:17]#[N:18])=[CH:7][CH:8]=2)[N:3]=1.[OH:19]O.[OH-].[Na+]. The catalyst is ClCCl.S([O-])(O)(=O)=O.C([N+](CCCC)(CCCC)CCCC)CCC. The product is [CH3:1][C:2]1[CH:11]=[C:10]([N:12]2[CH2:16][CH2:15][CH2:14][CH2:13]2)[C:9]2[C:4](=[CH:5][C:6]([C:17]([NH2:18])=[O:19])=[CH:7][CH:8]=2)[N:3]=1. The yield is 0.600. (8) The reactants are [Br:1][C:2]1[CH:3]=[C:4]2[C:8](=[CH:9][CH:10]=1)[NH:7][CH2:6][CH2:5]2.[C:11]([O:15][C:16](O[C:16]([O:15][C:11]([CH3:14])([CH3:13])[CH3:12])=[O:17])=[O:17])([CH3:14])([CH3:13])[CH3:12]. The catalyst is C(OCC)C. The product is [Br:1][C:2]1[CH:3]=[C:4]2[C:8](=[CH:9][CH:10]=1)[N:7]([C:16]([O:15][C:11]([CH3:14])([CH3:13])[CH3:12])=[O:17])[CH2:6][CH2:5]2. The yield is 0.700. (9) The reactants are [C:1]([C:3]1[CH:4]=[N:5][N:6]2[C:11]([C:12]([F:15])([F:14])[F:13])=[CH:10][C:9]([C:16]3[CH:21]=[CH:20][C:19]([C:22]([F:25])([F:24])[F:23])=[CH:18][CH:17]=3)=[N:8][C:7]=12)#[CH:2].Br[C:27]1[CH:32]=[CH:31][N:30]=[CH:29][N:28]=1.C(P(C(C)(C)C)C(C)(C)C)(C)(C)C.C(NC(C)C)(C)C. The catalyst is O1CCOCC1.[Cu]I.CCOC(C)=O.CCCCCCC. The product is [N:28]1[CH:27]=[C:32]([C:2]#[C:1][C:3]2[CH:4]=[N:5][N:6]3[C:11]([C:12]([F:14])([F:13])[F:15])=[CH:10][C:9]([C:16]4[CH:21]=[CH:20][C:19]([C:22]([F:25])([F:24])[F:23])=[CH:18][CH:17]=4)=[N:8][C:7]=23)[CH:31]=[N:30][CH:29]=1. The yield is 0.680.